This data is from Reaction yield outcomes from USPTO patents with 853,638 reactions. The task is: Predict the reaction yield, written as a fraction of the theoretical maximum amount of product (1.0 means a 100% yield; for example, 0.34 means a 34% yield). (1) The reactants are [C:1](#[N:3])[CH3:2].C([Li])CCC.[CH3:9][N:10]([CH3:15])[C:11](=S)[S:12][CH3:13].CI. The catalyst is C1COCC1.C(OCC)(=O)C. The product is [CH3:9][N:10]([CH3:15])[C:11]([S:12][CH3:13])=[CH:2][C:1]#[N:3]. The yield is 0.710. (2) The reactants are [C:1]([C:3]1[C:4]([CH:15]2[CH2:18][CH2:17][CH2:16]2)=[CH:5][C:6]([CH2:13][CH3:14])=[C:7]([CH:12]=1)[C:8]([O:10][CH3:11])=[O:9])#[N:2].O1CCCC1.P(OCC)(OCC)([S-])=[S:25]. The yield is 0.380. The product is [C:1]([C:3]1[C:4]([CH:15]2[CH2:16][CH2:17][CH2:18]2)=[CH:5][C:6]([CH2:13][CH3:14])=[C:7]([CH:12]=1)[C:8]([O:10][CH3:11])=[O:9])(=[S:25])[NH2:2]. The catalyst is O. (3) The reactants are [CH3:1][C:2]([CH3:22])([CH3:21])[CH2:3][NH:4][CH2:5][C:6]1[CH:7]=[N:8][CH:9]=[C:10](B2OC(C)(C)C(C)(C)O2)[CH:11]=1.Br[C:24]1[CH:25]=[C:26]2[C:30](=[C:31]([C:33]([NH2:35])=[O:34])[CH:32]=1)[NH:29][CH:28]=[C:27]2[CH:36]1[CH2:41][CH2:40][N:39]([S:42]([CH2:45][CH3:46])(=[O:44])=[O:43])[CH2:38][CH2:37]1.C(=O)([O-])[O-].[K+].[K+]. No catalyst specified. The product is [CH3:22][C:2]([CH3:1])([CH3:21])[CH2:3][NH:4][CH2:5][C:6]1[CH:11]=[C:10]([C:24]2[CH:25]=[C:26]3[C:30](=[C:31]([C:33]([NH2:35])=[O:34])[CH:32]=2)[NH:29][CH:28]=[C:27]3[CH:36]2[CH2:37][CH2:38][N:39]([S:42]([CH2:45][CH3:46])(=[O:43])=[O:44])[CH2:40][CH2:41]2)[CH:9]=[N:8][CH:7]=1. The yield is 0.340. (4) The reactants are Cl[C:2]1[N:7]=[C:6]([CH2:8][N:9]([CH:13]2[CH2:15][CH2:14]2)[C:10](=[O:12])[CH3:11])[CH:5]=[CH:4][N:3]=1.Cl.[NH2:17][C@H:18]([C:20]1[C:21](=[O:31])[NH:22][C:23]2[C:28]([CH:29]=1)=[CH:27][C:26]([Cl:30])=[CH:25][CH:24]=2)[CH3:19].CCN(C(C)C)C(C)C.O. The catalyst is CS(C)=O. The product is [Cl:30][C:26]1[CH:27]=[C:28]2[C:23](=[CH:24][CH:25]=1)[NH:22][C:21](=[O:31])[C:20]([C@@H:18]([NH:17][C:2]1[N:7]=[C:6]([CH2:8][N:9]([CH:13]3[CH2:15][CH2:14]3)[C:10](=[O:12])[CH3:11])[CH:5]=[CH:4][N:3]=1)[CH3:19])=[CH:29]2. The yield is 0.250. (5) The reactants are [Br:1][C:2]1[C:3]([N:24]2[CH2:29][CH2:28][CH2:27][C@@H:26]([NH:30]C(=O)OC(C)(C)C)[CH2:25]2)=[C:4]2[C:10]([NH:11][C:12](=[O:23])[C:13]3[CH:18]=[CH:17][CH:16]=[C:15]([C:19]([F:22])([F:21])[F:20])[CH:14]=3)=[CH:9][NH:8][C:5]2=[N:6][CH:7]=1.C(O)(C(F)(F)F)=O.[ClH:45]. No catalyst specified. The product is [ClH:45].[NH2:30][C@@H:26]1[CH2:27][CH2:28][CH2:29][N:24]([C:3]2[C:2]([Br:1])=[CH:7][N:6]=[C:5]3[NH:8][CH:9]=[C:10]([NH:11][C:12](=[O:23])[C:13]4[CH:18]=[CH:17][CH:16]=[C:15]([C:19]([F:21])([F:22])[F:20])[CH:14]=4)[C:4]=23)[CH2:25]1. The yield is 0.910.